This data is from Reaction yield outcomes from USPTO patents with 853,638 reactions. The task is: Predict the reaction yield, written as a fraction of the theoretical maximum amount of product (1.0 means a 100% yield; for example, 0.34 means a 34% yield). (1) The reactants are [Br:1][C:2]1[CH:9]=[CH:8][C:5]([CH:6]=O)=[C:4]([Cl:10])[CH:3]=1.[NH:11]1[CH2:16][CH2:15][CH2:14][CH2:13][CH2:12]1.C(O[BH-](OC(=O)C)OC(=O)C)(=O)C.[Na+]. The catalyst is C(Cl)Cl. The product is [Br:1][C:2]1[CH:9]=[CH:8][C:5]([CH2:6][N:11]2[CH2:16][CH2:15][CH2:14][CH2:13][CH2:12]2)=[C:4]([Cl:10])[CH:3]=1. The yield is 0.870. (2) The reactants are BrC1C=[CH:24][C:5]([O:6][C:7]2[CH:12]=[CH:11][C:10]([S:13]([NH:16][C:17]3[S:18][CH:19]=[CH:20][N:21]=3)(=[O:15])=[O:14])=[CH:9][C:8]=2[C:22]#[N:23])=[C:4]([C:26]2[N:30]([CH3:31])[N:29]=[CH:28][CH:27]=2)[CH:3]=1.B1(B2O[C:44]([CH3:47])([CH3:46])[C:43]([CH3:49])([CH3:48])O2)O[C:44]([CH3:47])([CH3:46])[C:43]([CH3:49])([CH3:48])O1.[C:50]([O-])(=O)[CH3:51].[K+].IC1C=CC=CC=1C[CH2:59][NH:60][C:61](=[O:67])[O:62][C:63]([CH3:66])([CH3:65])[CH3:64].[C:72](=O)([O-])[O-].[K+].[K+]. The catalyst is CN(C)C=O.Cl[Pd]Cl.C1(P(C2C=CC=CC=2)[C-]2C=CC=C2)C=CC=CC=1.[C-]1(P(C2C=CC=CC=2)C2C=CC=CC=2)C=CC=C1.[Fe+2].[Pd](Cl)Cl.C1(P(C2C=CC=CC=2)C2C=CC=CC=2)C=CC=CC=1.C1(P(C2C=CC=CC=2)C2C=CC=CC=2)C=CC=CC=1.O. The product is [C:22]([C:8]1[CH:9]=[C:10]([S:13]([NH:16][C:17]2[S:18][CH:19]=[CH:20][N:21]=2)(=[O:15])=[O:14])[CH:11]=[CH:12][C:7]=1[O:6][C:5]1[CH:24]=[CH:72][C:49]([C:43]2[CH:48]=[CH:51][CH:50]=[CH:47][C:44]=2[CH2:46][N:60]([CH3:59])[C:61](=[O:67])[O:62][C:63]([CH3:65])([CH3:64])[CH3:66])=[CH:3][C:4]=1[C:26]1[N:30]([CH3:31])[N:29]=[CH:28][CH:27]=1)#[N:23]. The yield is 1.00.